Task: Predict the product of the given reaction.. Dataset: Forward reaction prediction with 1.9M reactions from USPTO patents (1976-2016) Given the reactants [CH3:1][O:2][CH2:3][C:4]1[CH:5]=[C:6]([CH:10]([NH2:18])[CH2:11][C:12]2[CH:17]=[CH:16][CH:15]=[CH:14][CH:13]=2)[CH:7]=[CH:8][CH:9]=1.[CH3:19][N:20]1[CH:24]=[C:23]([C:25]2[C:29]([CH3:30])=[C:28]([NH:31][C:32](=O)[O:33]C3C=CC=CC=3)[N:27]([C:41]3[CH:46]=[CH:45][CH:44]=[CH:43][CH:42]=3)[N:26]=2)[CH:22]=[N:21]1, predict the reaction product. The product is: [CH3:19][N:20]1[CH:24]=[C:23]([C:25]2[C:29]([CH3:30])=[C:28]([NH:31][C:32]([NH:18][CH:10]([C:6]3[CH:7]=[CH:8][CH:9]=[C:4]([CH2:3][O:2][CH3:1])[CH:5]=3)[CH2:11][C:12]3[CH:17]=[CH:16][CH:15]=[CH:14][CH:13]=3)=[O:33])[N:27]([C:41]3[CH:46]=[CH:45][CH:44]=[CH:43][CH:42]=3)[N:26]=2)[CH:22]=[N:21]1.